From a dataset of Forward reaction prediction with 1.9M reactions from USPTO patents (1976-2016). Predict the product of the given reaction. (1) Given the reactants F[C:2]1[CH:7]=[CH:6][C:5]([N+:8]([O-:10])=[O:9])=[CH:4][CH:3]=1.[CH3:11][N:12]([CH3:16])[CH2:13][CH2:14][NH2:15].Cl, predict the reaction product. The product is: [CH3:11][N:12]([CH3:16])[CH2:13][CH2:14][NH:15][C:2]1[CH:7]=[CH:6][C:5]([N+:8]([O-:10])=[O:9])=[CH:4][CH:3]=1. (2) Given the reactants [F:1][C:2]1[CH:3]=[C:4]([CH:7]=[C:8]([OH:11])[C:9]=1[OH:10])[CH:5]=[O:6].C(=O)([O-])[O-].[K+].[K+].Br[CH2:19][CH2:20]Br, predict the reaction product. The product is: [F:1][C:2]1[C:9]2[O:10][CH2:19][CH2:20][O:11][C:8]=2[CH:7]=[C:4]([CH:5]=[O:6])[CH:3]=1. (3) Given the reactants [CH2:1]([C:3]1[CH:4]=[C:5]([OH:9])[CH:6]=[CH:7][CH:8]=1)[CH3:2].[OH:10][C:11]1(O)[C:19](=[O:20])[C:18]2[C:13](=[CH:14][CH:15]=[C:16]([OH:21])[CH:17]=2)[C:12]1=[O:22], predict the reaction product. The product is: [CH2:1]([C:3]1[CH:4]=[C:5]2[C:6](=[CH:7][CH:8]=1)[C:11]1([OH:10])[C:19](=[O:20])[C:18]3[C:13]([C:12]1([OH:22])[O:9]2)=[CH:14][CH:15]=[C:16]([OH:21])[CH:17]=3)[CH3:2].